This data is from Forward reaction prediction with 1.9M reactions from USPTO patents (1976-2016). The task is: Predict the product of the given reaction. Given the reactants [F:1][C:2]([F:22])([F:21])[C:3]1[CH:8]=[C:7]([C:9]([F:12])([F:11])[F:10])[CH:6]=[CH:5][C:4]=1[N:13]1[CH2:18][CH2:17][CH:16]([CH:19]=O)[CH2:15][CH2:14]1.[CH2:23]([NH:26][C:27]1[CH2:31][S:30][C:29](=[O:32])[N:28]=1)[C:24]#[CH:25].C([O-])(=O)C.[NH2+]1CCCCC1, predict the reaction product. The product is: [F:22][C:2]([F:1])([F:21])[C:3]1[CH:8]=[C:7]([C:9]([F:12])([F:11])[F:10])[CH:6]=[CH:5][C:4]=1[N:13]1[CH2:18][CH2:17][CH:16](/[CH:19]=[C:31]2/[C:27]([NH:26][CH2:23][C:24]#[CH:25])=[N:28][C:29](=[O:32])[S:30]/2)[CH2:15][CH2:14]1.